This data is from Forward reaction prediction with 1.9M reactions from USPTO patents (1976-2016). The task is: Predict the product of the given reaction. (1) Given the reactants [C:1]([C:3]1[CH:4]=[C:5]([CH:38]=[C:39]([S:41]([F:46])([F:45])([F:44])([F:43])[F:42])[CH:40]=1)[C:6]([NH:8][C:9]1[CH:14]=[CH:13][C:12]([CH3:15])=[C:11]([N:16]2[C:23]3[N:19]([N:20]=[C:21]([C:24]4[CH:25]=[N:26][N:27](CC5C=CC(OC)=CC=5)[CH:28]=4)[CH:22]=3)[CH:18]=[CH:17]2)[CH:10]=1)=[O:7])#[N:2], predict the reaction product. The product is: [C:1]([C:3]1[CH:4]=[C:5]([CH:38]=[C:39]([S:41]([F:46])([F:43])([F:42])([F:44])[F:45])[CH:40]=1)[C:6]([NH:8][C:9]1[CH:14]=[CH:13][C:12]([CH3:15])=[C:11]([N:16]2[C:23]3[N:19]([N:20]=[C:21]([C:24]4[CH:25]=[N:26][NH:27][CH:28]=4)[CH:22]=3)[CH:18]=[CH:17]2)[CH:10]=1)=[O:7])#[N:2]. (2) Given the reactants [F:1][C:2]1([F:15])[CH2:7][CH2:6][N:5](C(OC(C)(C)C)=O)[CH2:4][CH2:3]1.[ClH:16], predict the reaction product. The product is: [ClH:16].[F:1][C:2]1([F:15])[CH2:7][CH2:6][NH:5][CH2:4][CH2:3]1.